Dataset: Full USPTO retrosynthesis dataset with 1.9M reactions from patents (1976-2016). Task: Predict the reactants needed to synthesize the given product. (1) The reactants are: [CH3:1][C:2]1[C:7]([CH3:8])=[CH:6][CH:5]=[CH:4][C:3]=1[N+:9]([O-])=O.[Br:12]Br. Given the product [Br:12][C:5]1[CH:6]=[C:7]([CH3:8])[C:2]([CH3:1])=[C:3]([CH:4]=1)[NH2:9], predict the reactants needed to synthesize it. (2) The reactants are: [C:1]([N:8]1[CH2:12][CH2:11][C@H:10]([O:13][CH3:14])[C@H:9]1[C:15](OC)=[O:16])([O:3][C:4]([CH3:7])([CH3:6])[CH3:5])=[O:2].[Cl-].[Li+].[BH4-].[Na+].CCO. Given the product [C:1]([N:8]1[CH2:12][CH2:11][C@H:10]([O:13][CH3:14])[C@H:9]1[CH2:15][OH:16])([O:3][C:4]([CH3:7])([CH3:6])[CH3:5])=[O:2], predict the reactants needed to synthesize it.